From a dataset of Catalyst prediction with 721,799 reactions and 888 catalyst types from USPTO. Predict which catalyst facilitates the given reaction. Product: [CH2:1]([N:4]1[CH:8]=[CH:7][N:6]=[C:5]1[C:9]1[S:13][C:12]([C:25]2[CH:30]=[CH:29][N:28]=[C:27]([NH:31][C:32](=[O:34])[CH3:33])[CH:26]=2)=[N:11][C:10]=1[C:15]1[CH:20]=[CH:19][C:18]([Cl:21])=[CH:17][C:16]=1[Cl:22])[CH:2]=[CH2:3]. The catalyst class is: 185. Reactant: [CH2:1]([N:4]1[CH:8]=[CH:7][N:6]=[C:5]1[C:9]1[S:13][C:12](Br)=[N:11][C:10]=1[C:15]1[CH:20]=[CH:19][C:18]([Cl:21])=[CH:17][C:16]=1[Cl:22])[CH:2]=[CH2:3].C[Sn](C)(C)[C:25]1[CH:30]=[CH:29][N:28]=[C:27]([NH:31][C:32](=[O:34])[CH3:33])[CH:26]=1.[Cl-].[Li+].